From a dataset of Forward reaction prediction with 1.9M reactions from USPTO patents (1976-2016). Predict the product of the given reaction. (1) Given the reactants Cl[C:2]1[C:3]2[C:10]([C:11]3[CH:12]=[C:13]([CH:16]=[CH:17][CH:18]=3)[C:14]#[N:15])=[CH:9][NH:8][C:4]=2[N:5]=[CH:6][N:7]=1.[CH3:19][NH:20][CH3:21].C(N(CC)CC)C, predict the reaction product. The product is: [CH3:19][N:20]([CH3:21])[C:2]1[C:3]2[C:10]([C:11]3[CH:12]=[C:13]([CH:16]=[CH:17][CH:18]=3)[C:14]#[N:15])=[CH:9][NH:8][C:4]=2[N:5]=[CH:6][N:7]=1. (2) Given the reactants [Br:1][C:2]1[CH:3]=[C:4]2[C:9](=[N:10][CH:11]=1)[N:8]([CH2:12][CH3:13])[CH:7]=[C:6]([C:14]([O:16][CH2:17][CH2:18][CH2:19][OH:20])=[O:15])[C:5]2=[O:21].[P:22](O)([O:32][CH2:33][C:34]1[CH:39]=[CH:38][CH:37]=[CH:36][CH:35]=1)([O:24][CH2:25][C:26]1[CH:31]=[CH:30][CH:29]=[CH:28][CH:27]=1)=[O:23].C1(P(C2C=CC=CC=2)C2C=CC=CC=2)C=CC=CC=1.N(C(OC(C)C)=O)=NC(OC(C)C)=O, predict the reaction product. The product is: [Br:1][C:2]1[CH:3]=[C:4]2[C:9](=[N:10][CH:11]=1)[N:8]([CH2:12][CH3:13])[CH:7]=[C:6]([C:14]([O:16][CH2:17][CH2:18][CH2:19][O:20][P:22]([O:24][CH2:25][C:26]1[CH:31]=[CH:30][CH:29]=[CH:28][CH:27]=1)([O:32][CH2:33][C:34]1[CH:39]=[CH:38][CH:37]=[CH:36][CH:35]=1)=[O:23])=[O:15])[C:5]2=[O:21]. (3) Given the reactants F[C:2]1[C:3]([C:17]2[CH:22]=[CH:21][CH:20]=[CH:19][CH:18]=2)=[C:4]([CH3:16])[C:5]([C:14]#[N:15])=[C:6]2[C:10]=1[O:9][C:8]([N:11]([CH3:13])[CH3:12])=[N:7]2.C(N(CC)CC)C.[CH3:30][N:31]([CH3:37])[C@H:32]1[CH2:36][CH2:35][NH:34][CH2:33]1, predict the reaction product. The product is: [CH3:12][N:11]([CH3:13])[C:8]1[O:9][C:10]2[C:6](=[C:5]([C:14]#[N:15])[C:4]([CH3:16])=[C:3]([C:17]3[CH:22]=[CH:21][CH:20]=[CH:19][CH:18]=3)[C:2]=2[N:34]2[CH2:35][CH2:36][C@H:32]([N:31]([CH3:37])[CH3:30])[CH2:33]2)[N:7]=1. (4) Given the reactants [NH2:1][C:2]1[C:3]([F:10])=[CH:4][C:5]([Cl:9])=[C:6]([OH:8])[CH:7]=1.[C:11]1(=O)[O:16][C:14](=[O:15])[C:13]2=[CH:17][CH:18]=[CH:19][CH:20]=[C:12]12.O, predict the reaction product. The product is: [Cl:9][C:5]1[CH:4]=[C:3]([F:10])[C:2]([N:1]2[C:14](=[O:15])[C:13]3=[CH:17][CH:18]=[CH:19][CH:20]=[C:12]3[C:11]2=[O:16])=[CH:7][C:6]=1[OH:8]. (5) The product is: [Br:1][C:13]1[CH:12]=[N:11][C:9]2[NH:10][C@@H:4]([CH3:3])[C:5](=[O:15])[NH:6][CH2:7][C:8]=2[CH:14]=1. Given the reactants [Br:1]Br.[CH3:3][C@@H:4]1[NH:10][C:9]2[N:11]=[CH:12][CH:13]=[CH:14][C:8]=2[CH2:7][NH:6][C:5]1=[O:15], predict the reaction product.